Predict which catalyst facilitates the given reaction. From a dataset of Catalyst prediction with 721,799 reactions and 888 catalyst types from USPTO. Reactant: [C:1]([N:3]1[CH2:8][CH2:7][N:6]([C:9]([O:11][C:12]([CH3:15])([CH3:14])[CH3:13])=[O:10])[CH2:5][CH2:4]1)#[N:2].[Cl-].[OH:17][NH3+:18].C(=O)([O-])[O-].[K+].[K+]. Product: [OH:17][NH:18][C:1]([N:3]1[CH2:4][CH2:5][N:6]([C:9]([O:11][C:12]([CH3:15])([CH3:14])[CH3:13])=[O:10])[CH2:7][CH2:8]1)=[NH:2]. The catalyst class is: 162.